From a dataset of Catalyst prediction with 721,799 reactions and 888 catalyst types from USPTO. Predict which catalyst facilitates the given reaction. Reactant: Cl[C:2]1[CH:11]=[CH:10][C:9]2[C:4](=[C:5]([C:12]3[CH:17]=[CH:16][C:15]([C:18]4[CH:19]=[N:20][N:21]([CH3:23])[CH:22]=4)=[CH:14][CH:13]=3)[CH:6]=[N:7][CH:8]=2)[N:3]=1.[NH:24]1[CH2:28][CH2:27][NH:26][C:25]1=[O:29].[O-]P([O-])([O-])=O.[K+].[K+].[K+].CC1(C)C2C(=C(P(C3C=CC=CC=3)C3C=CC=CC=3)C=CC=2)OC2C(P(C3C=CC=CC=3)C3C=CC=CC=3)=CC=CC1=2. Product: [CH3:23][N:21]1[CH:22]=[C:18]([C:15]2[CH:16]=[CH:17][C:12]([C:5]3[CH:6]=[N:7][CH:8]=[C:9]4[C:4]=3[N:3]=[C:2]([N:24]3[CH2:28][CH2:27][NH:26][C:25]3=[O:29])[CH:11]=[CH:10]4)=[CH:13][CH:14]=2)[CH:19]=[N:20]1. The catalyst class is: 101.